Task: Predict the reactants needed to synthesize the given product.. Dataset: Full USPTO retrosynthesis dataset with 1.9M reactions from patents (1976-2016) (1) Given the product [ClH:1].[Cl:1][C:2]1[CH:3]=[C:4]2[C:10]([C:11]3[N:16]=[C:15]([NH:17][C@H:18]4[CH2:23][CH2:22][CH2:21][C@@H:20]([NH:24][C:41]([CH:37]5[CH2:38][CH2:39][CH2:40][O:36]5)=[O:42])[CH2:19]4)[C:14]([F:25])=[CH:13][N:12]=3)=[CH:9][NH:8][C:5]2=[N:6][CH:7]=1.[Cl:1][C:2]1[CH:3]=[C:4]2[C:10]([C:11]3[N:16]=[C:15]([NH:17][C@H:18]4[CH2:23][CH2:22][CH2:21][C@@H:20]([NH:24][C:41]([CH:37]5[CH2:38][CH2:39][CH2:40][O:36]5)=[O:43])[CH2:19]4)[C:14]([F:25])=[CH:13][N:12]=3)=[CH:9][NH:8][C:5]2=[N:6][CH:7]=1, predict the reactants needed to synthesize it. The reactants are: [Cl:1][C:2]1[CH:3]=[C:4]2[C:10]([C:11]3[N:16]=[C:15]([NH:17][C@H:18]4[CH2:23][CH2:22][CH2:21][C@@H:20]([NH2:24])[CH2:19]4)[C:14]([F:25])=[CH:13][N:12]=3)=[CH:9][N:8](S(C3C=CC(C)=CC=3)(=O)=O)[C:5]2=[N:6][CH:7]=1.[O:36]1[CH2:40][CH2:39][CH2:38][CH:37]1[C:41]([OH:43])=[O:42].C(Cl)CCl.C1C=CC2N(O)N=NC=2C=1.CCN(C(C)C)C(C)C.[OH-].[Li+]. (2) Given the product [CH2:5]([C:12]1[CH:13]=[C:14]([NH:23][CH2:24][C:25]2[CH:26]=[CH:27][C:28]([S:31]([CH3:34])(=[O:33])=[O:32])=[CH:29][CH:30]=2)[C:15]([C:18]([O:20][CH2:21][CH3:22])=[O:19])=[N:16][CH:17]=1)[C:6]1[CH:7]=[CH:8][CH:9]=[CH:10][CH:11]=1, predict the reactants needed to synthesize it. The reactants are: CC[O-].[Na+].[CH2:5]([C:12]1[CH:13]=[C:14]([N:23](C(=O)CC(OCC)=O)[CH2:24][C:25]2[CH:30]=[CH:29][C:28]([S:31]([CH3:34])(=[O:33])=[O:32])=[CH:27][CH:26]=2)[C:15]([C:18]([O:20][CH2:21][CH3:22])=[O:19])=[N:16][CH:17]=1)[C:6]1[CH:11]=[CH:10][CH:9]=[CH:8][CH:7]=1.Cl. (3) Given the product [F:11][C:7]1[CH:8]=[CH:9][CH:10]=[C:2]([F:1])[C:3]=1[C:4]([NH:24][C:15]1[S:16][C:17]([CH2:18][CH2:19][O:20][N+:21]([O-:23])=[O:22])=[C:13]([CH3:12])[N:14]=1)=[O:6], predict the reactants needed to synthesize it. The reactants are: [F:1][C:2]1[CH:10]=[CH:9][CH:8]=[C:7]([F:11])[C:3]=1[C:4]([OH:6])=O.[CH3:12][C:13]1[N:14]=[C:15]([NH2:24])[S:16][C:17]=1[CH2:18][CH2:19][O:20][N+:21]([O-:23])=[O:22]. (4) The reactants are: Cl.[CH3:2][C:3]1([CH3:16])[C:7]([CH3:9])([CH3:8])[O:6][B:5]([C:10]2[CH2:11][CH2:12][NH:13][CH2:14][CH:15]=2)[O:4]1.CCN(CC)CC.[C:24](Cl)(=[O:26])[CH3:25]. Given the product [CH3:9][C:7]1([CH3:8])[C:3]([CH3:16])([CH3:2])[O:4][B:5]([C:10]2[CH2:11][CH2:12][N:13]([C:24](=[O:26])[CH3:25])[CH2:14][CH:15]=2)[O:6]1, predict the reactants needed to synthesize it. (5) Given the product [C:1]([C:3]1[CH:4]=[CH:5][C:6]([N:32]2[CH2:37][CH2:36][CH2:35][C@@H:34]([NH:38][C:39]([C:41]3[S:42][CH:43]=[CH:44][N:45]=3)=[O:40])[CH2:33]2)=[C:7]2[C:11]=1[NH:10][C:9]([C:22]1[CH2:23][CH2:24][N:25]([S:28]([CH3:31])(=[O:29])=[O:30])[CH2:26][CH:27]=1)=[CH:8]2)(=[O:46])[NH2:2], predict the reactants needed to synthesize it. The reactants are: [C:1]([C:3]1[CH:4]=[CH:5][C:6]([N:32]2[CH2:37][CH2:36][CH2:35][C@@H:34]([NH:38][C:39]([C:41]3[S:42][CH:43]=[CH:44][N:45]=3)=[O:40])[CH2:33]2)=[C:7]2[C:11]=1[N:10](S(C1C=CC(C)=CC=1)(=O)=O)[C:9]([C:22]1[CH2:23][CH2:24][N:25]([S:28]([CH3:31])(=[O:30])=[O:29])[CH2:26][CH:27]=1)=[CH:8]2)#[N:2].[OH-:46].[Na+].OO.[NH4+].[Cl-]. (6) The reactants are: [Cl:1][C:2]1[CH:3]=[CH:4][C:5]2[C:17](=O)[C:10]3=[N:11][CH:12]=[C:13]([O:15][CH3:16])[CH:14]=[C:9]3[CH2:8][CH2:7][C:6]=2[CH:19]=1.FC1C=CC2CC[C:27]3[C:28](C(=O)C=2C=1)=[N:29][CH:30]=[CH:31][CH:32]=3. Given the product [Cl:1][C:2]1[CH:3]=[CH:4][C:5]2[C:17](=[C:32]3[CH2:31][CH2:30][NH:29][CH2:28][CH2:27]3)[C:10]3=[N:11][CH:12]=[C:13]([O:15][CH3:16])[CH:14]=[C:9]3[CH2:8][CH2:7][C:6]=2[CH:19]=1, predict the reactants needed to synthesize it. (7) Given the product [O-:31][N+:23]1[C:24]2[CH:30]=[CH:29][CH:28]=[CH:27][C:25]=2[N:26]=[C:21]([N:1]2[CH2:6][CH2:5][CH:4]([C:7]([NH:9][C:10]3[CH:19]=[CH:18][CH:17]=[CH:16][C:11]=3[C:12]([O:14][CH3:15])=[O:13])=[O:8])[CH2:3][CH2:2]2)[N:22]=1, predict the reactants needed to synthesize it. The reactants are: [NH:1]1[CH2:6][CH2:5][CH:4]([C:7]([NH:9][C:10]2[CH:19]=[CH:18][CH:17]=[CH:16][C:11]=2[C:12]([O:14][CH3:15])=[O:13])=[O:8])[CH2:3][CH2:2]1.Cl[C:21]1[N:22]=[N+:23]([O-:31])[C:24]2[CH:30]=[CH:29][CH:28]=[CH:27][C:25]=2[N:26]=1.C(N(C(C)C)CC)(C)C. (8) Given the product [CH2:21]([CH:23]1[NH:28][C:27](=[O:29])[C:26]2[S:11][C:12]3[CH:18]=[C:17]([O:19][CH3:20])[CH:16]=[CH:15][C:13]=3[NH:14][C:25]=2[CH2:24]1)[CH3:22], predict the reactants needed to synthesize it. The reactants are: [NH2:14][C:13]1[CH:15]=[CH:16][C:17]([O:19][CH3:20])=[CH:18][C:12]=1[S:11][S:11][C:12]1[CH:18]=[C:17]([O:19][CH3:20])[CH:16]=[CH:15][C:13]=1[NH2:14].[CH2:21]([CH:23]1[NH:28][C:27](=[O:29])[CH2:26][C:25](=O)[CH2:24]1)[CH3:22]. (9) Given the product [C:1]1([CH3:20])[CH:6]=[CH:5][C:4]([S:7]([N:10]2[CH:18]3[CH:13]([CH2:14][CH2:15][CH2:16][CH2:17]3)[CH2:12][CH:11]2[C:25]#[N:26])(=[O:9])=[O:8])=[CH:3][CH:2]=1, predict the reactants needed to synthesize it. The reactants are: [C:1]1([CH3:20])[CH:6]=[CH:5][C:4]([S:7]([N:10]2[CH:18]3[CH:13]([CH2:14][CH2:15][CH2:16][CH2:17]3)[CH2:12][CH:11]2O)(=[O:9])=[O:8])=[CH:3][CH:2]=1.[Si]([C:25]#[N:26])(C)(C)C.Cl[Sn](Cl)(Cl)Cl.